This data is from Experimental lipophilicity measurements (octanol/water distribution) for 4,200 compounds from AstraZeneca. The task is: Regression/Classification. Given a drug SMILES string, predict its absorption, distribution, metabolism, or excretion properties. Task type varies by dataset: regression for continuous measurements (e.g., permeability, clearance, half-life) or binary classification for categorical outcomes (e.g., BBB penetration, CYP inhibition). For this dataset (lipophilicity_astrazeneca), we predict Y. (1) The drug is CN(c1ccc(-c2cc(F)ccc2OCC(=O)O)c(Cl)c1)S(C)(=O)=O. The Y is -1.17 logD. (2) The drug is O=C(NCC1(O)CCCCCC1)c1cc(-c2ccccc2C(=O)O)ccc1Cl. The Y is -0.340 logD. (3) The drug is COc1ccnc(NC2CCN(C(=O)c3ccc(C#N)cc3)CC2)c1. The Y is 1.73 logD. (4) The molecule is C[C@@H]1CN(C(=O)OC(C)(C)C)CCN1c1ncc(OCc2ccc(S(C)(=O)=O)cc2C#N)cn1. The Y is 3.30 logD. (5) The drug is COc1ccc(OC(F)(F)F)cc1CN[C@H]1CCCN[C@H]1c1ccccc1. The Y is 2.90 logD. (6) The drug is CCc1c(C)nc(SCC(=O)Nc2nc(-c3ccc(OC)cc3)cs2)nc1O. The Y is 3.78 logD. (7) The compound is O=C1/C(=N\O)c2ccccc2N1Cc1ccccc1[N+](=O)[O-]. The Y is 2.07 logD. (8) The molecule is O=C(COc1ccccc1O)NC1CCCC1. The Y is 2.31 logD. (9) The Y is 1.88 logD. The compound is O=c1c(-c2ccc(O)c(O)c2)coc2cc(O)ccc12. (10) The drug is CN(C(=O)Cc1ccc(-n2cnnn2)cc1)[C@@H]1CCN(Cc2ccc(C(F)(F)F)cn2)C[C@@H]1F. The Y is 2.10 logD.